This data is from Catalyst prediction with 721,799 reactions and 888 catalyst types from USPTO. The task is: Predict which catalyst facilitates the given reaction. (1) Reactant: [F:1][C:2]([F:12])([F:11])[CH:3]([OH:10])[CH2:4][C:5](OCC)=[O:6].[NH4+:13]. Product: [F:1][C:2]([F:12])([F:11])[CH:3]([OH:10])[CH2:4][C:5]([NH2:13])=[O:6]. The catalyst class is: 5. (2) Reactant: [CH3:1][O:2][C:3](=[O:14])[CH2:4][C:5]1[S:6][CH:7]=[CH:8][C:9]=1[C:10]([O:12]C)=O.[H-].[Na+].[F:17][C:18]1[CH:27]=[C:26]([I:28])[CH:25]=[CH:24][C:19]=1[N:20]=[C:21]=[N:22][CH3:23].[NH4+].[Cl-]. Product: [F:17][C:18]1[CH:27]=[C:26]([I:28])[CH:25]=[CH:24][C:19]=1[NH:20][C:21]1[N:22]([CH3:23])[C:10](=[O:12])[C:9]2[CH:8]=[CH:7][S:6][C:5]=2[C:4]=1[C:3]([O:2][CH3:1])=[O:14]. The catalyst class is: 1.